Dataset: Full USPTO retrosynthesis dataset with 1.9M reactions from patents (1976-2016). Task: Predict the reactants needed to synthesize the given product. Given the product [Br:13][C:14]1[CH:15]=[C:16]([CH:22]=[CH:23][CH:24]=1)[CH2:17][S:18]([NH:1][C:2]1[CH:11]=[CH:10][C:5]([C:6]([OH:8])=[O:7])=[C:4]([OH:12])[CH:3]=1)(=[O:20])=[O:19], predict the reactants needed to synthesize it. The reactants are: [NH2:1][C:2]1[CH:3]=[C:4]([OH:12])[C:5](=[CH:10][CH:11]=1)[C:6]([O:8]C)=[O:7].[Br:13][C:14]1[CH:15]=[C:16]([CH:22]=[CH:23][CH:24]=1)[CH2:17][S:18](Cl)(=[O:20])=[O:19].N1C=CC=CC=1.[OH-].[Na+].OP(O)(O)=O.